Dataset: Full USPTO retrosynthesis dataset with 1.9M reactions from patents (1976-2016). Task: Predict the reactants needed to synthesize the given product. (1) Given the product [Cl:26][C:27]1[N:28]=[CH:29][C:30]([N:22]2[CH2:21][CH2:20][CH:19]([N:16]3[CH2:17][CH2:18][C@H:14]([NH:13][C:3]4[CH:4]=[C:5]([CH3:12])[C:6]([S:8]([CH3:11])(=[O:10])=[O:9])=[CH:7][C:2]=4[F:1])[C:15]3=[O:25])[CH2:24][CH2:23]2)=[N:31][CH:32]=1, predict the reactants needed to synthesize it. The reactants are: [F:1][C:2]1[CH:7]=[C:6]([S:8]([CH3:11])(=[O:10])=[O:9])[C:5]([CH3:12])=[CH:4][C:3]=1[NH:13][C@H:14]1[CH2:18][CH2:17][N:16]([CH:19]2[CH2:24][CH2:23][NH:22][CH2:21][CH2:20]2)[C:15]1=[O:25].[Cl:26][C:27]1[CH:32]=[N:31][C:30](Cl)=[CH:29][N:28]=1.C(N(C(C)C)C(C)C)C.O. (2) Given the product [ClH:1].[NH2:30][CH2:29][C:28]([N:25]1[CH2:24][CH2:23][C:22]2[CH:39]=[CH:40][C:19]([C:16]3[N:15]=[C:14]([C:6]4[CH:7]=[CH:8][C:9]([O:10][CH:11]([CH3:13])[CH3:12])=[C:4]([CH:5]=4)[C:2]#[N:3])[O:18][N:17]=3)=[C:20]([CH3:41])[C:21]=2[CH2:27][CH2:26]1)=[O:38], predict the reactants needed to synthesize it. The reactants are: [ClH:1].[C:2]([C:4]1[CH:5]=[C:6]([C:14]2[O:18][N:17]=[C:16]([C:19]3[CH:40]=[CH:39][C:22]4[CH2:23][CH2:24][N:25]([C:28](=[O:38])[CH2:29][NH:30]C(=O)OC(C)(C)C)[CH2:26][CH2:27][C:21]=4[C:20]=3[CH3:41])[N:15]=2)[CH:7]=[CH:8][C:9]=1[O:10][CH:11]([CH3:13])[CH3:12])#[N:3].